Predict the product of the given reaction. From a dataset of Forward reaction prediction with 1.9M reactions from USPTO patents (1976-2016). (1) Given the reactants [CH3:1][O:2][C:3](=[O:14])[C:4]1[CH:9]=[C:8]([N+:10]([O-:12])=[O:11])[CH:7]=[CH:6][C:5]=1[CH3:13].C1C(=O)N([Br:22])C(=O)C1.C(OOC(=O)C1C=CC=CC=1)(=O)C1C=CC=CC=1, predict the reaction product. The product is: [CH3:1][O:2][C:3](=[O:14])[C:4]1[CH:9]=[C:8]([N+:10]([O-:12])=[O:11])[CH:7]=[CH:6][C:5]=1[CH2:13][Br:22]. (2) Given the reactants [CH3:1][C:2]1([CH3:18])[C:6]([CH3:8])([CH3:7])[O:5][B:4]([C:9]2[CH:17]=[CH:16][C:12]([C:13]([NH2:15])=[O:14])=[CH:11][CH:10]=2)[O:3]1.Br[C:20]1[CH:25]=[C:24]([CH:26]([F:28])[F:27])[CH:23]=[CH:22][N:21]=1.CC(C1C=C(C(C)C)C(C2C=CC=CC=2P(C2CCCCC2)C2CCCCC2)=C(C(C)C)C=1)C.C([O-])([O-])=O.[Cs+].[Cs+], predict the reaction product. The product is: [F:27][CH:26]([F:28])[C:24]1[CH:23]=[CH:22][N:21]=[C:20]([NH:15][C:13](=[O:14])[C:12]2[CH:16]=[CH:17][C:9]([B:4]3[O:3][C:2]([CH3:18])([CH3:1])[C:6]([CH3:7])([CH3:8])[O:5]3)=[CH:10][CH:11]=2)[CH:25]=1. (3) Given the reactants [F:1][C:2]1[CH:3]=[C:4]([OH:9])[CH:5]=[CH:6][C:7]=1[F:8].[CH2:10]=O.O.[CH3:13][NH:14][CH3:15], predict the reaction product. The product is: [F:1][C:2]1[C:7]([F:8])=[CH:6][C:5]([CH2:13][N:14]([CH3:10])[CH3:15])=[C:4]([OH:9])[CH:3]=1. (4) Given the reactants [S:1]1[CH2:5][CH2:4][NH:3][CH:2]1[CH2:6][C:7]([O:9][CH2:10][CH3:11])=[O:8].[C:12](O)(=[O:19])[C:13]1[CH:18]=[CH:17][CH:16]=[CH:15][CH:14]=1.C(Cl)CCl, predict the reaction product. The product is: [C:12]([N:3]1[CH2:4][CH2:5][S:1][CH:2]1[CH2:6][C:7]([O:9][CH2:10][CH3:11])=[O:8])(=[O:19])[C:13]1[CH:18]=[CH:17][CH:16]=[CH:15][CH:14]=1.